This data is from Catalyst prediction with 721,799 reactions and 888 catalyst types from USPTO. The task is: Predict which catalyst facilitates the given reaction. (1) Reactant: C1CN([P+](ON2N=NC3C=CC=CC2=3)(N2CCCC2)N2CCCC2)CC1.F[P-](F)(F)(F)(F)F.[S:34]1[CH:38]=[CH:37][CH:36]=[C:35]1[C:39]([N:41]1[CH2:45][CH2:44][CH2:43][C@H:42]1[C:46]([OH:48])=[O:47])=[O:40].CCN(C(C)C)C(C)C.O[NH:59][C:60](=[NH:67])[C:61]1[CH:66]=[CH:65][CH:64]=[CH:63][CH:62]=1. Product: [S:34]1[CH:38]=[CH:37][CH:36]=[C:35]1[C:39]([N:41]1[CH2:45][CH2:44][CH2:43][C@H:42]1[C:46]([O:48][NH:67][C:60](=[NH:59])[C:61]1[CH:66]=[CH:65][CH:64]=[CH:63][CH:62]=1)=[O:47])=[O:40]. The catalyst class is: 2. (2) Reactant: [C:1]([O:5][C:6](=[O:26])[N:7]([CH2:15][C:16]1[CH:21]=[CH:20][CH:19]=[C:18]([NH:22][CH:23]2[CH2:25][CH2:24]2)[CH:17]=1)[C:8]1[CH:13]=[CH:12][C:11]([F:14])=[CH:10][CH:9]=1)([CH3:4])([CH3:3])[CH3:2].[CH:27](=O)[CH3:28].C(O)(=O)C.C(O[BH-](OC(=O)C)OC(=O)C)(=O)C.[Na+].[OH-].[Na+]. Product: [C:1]([O:5][C:6](=[O:26])[N:7]([CH2:15][C:16]1[CH:21]=[CH:20][CH:19]=[C:18]([N:22]([CH:23]2[CH2:24][CH2:25]2)[CH2:27][CH3:28])[CH:17]=1)[C:8]1[CH:9]=[CH:10][C:11]([F:14])=[CH:12][CH:13]=1)([CH3:4])([CH3:2])[CH3:3]. The catalyst class is: 96. (3) Reactant: [Cl:1][C:2]1[CH:3]=[C:4]([S:9]([NH:12][C:13]2[CH:14]=[C:15]3[C:19](=[CH:20][CH:21]=2)[NH:18][CH:17]=[CH:16]3)(=[O:11])=[O:10])[CH:5]=[C:6]([Cl:8])[CH:7]=1.C(=O)([O-])[O-].[K+].[K+].FC(F)(F)S(O[CH2:34][P:35]([O:40][CH2:41][CH3:42])([O:37][CH2:38][CH3:39])=[O:36])(=O)=O.O. Product: [Cl:8][C:6]1[CH:5]=[C:4]([S:9]([N:12]([CH2:34][P:35](=[O:36])([O:40][CH2:41][CH3:42])[O:37][CH2:38][CH3:39])[C:13]2[CH:14]=[C:15]3[C:19](=[CH:20][CH:21]=2)[NH:18][CH:17]=[CH:16]3)(=[O:11])=[O:10])[CH:3]=[C:2]([Cl:1])[CH:7]=1. The catalyst class is: 42.